From a dataset of Peptide-MHC class I binding affinity with 185,985 pairs from IEDB/IMGT. Regression. Given a peptide amino acid sequence and an MHC pseudo amino acid sequence, predict their binding affinity value. This is MHC class I binding data. (1) The peptide sequence is CQLIIQAFE. The MHC is HLA-A02:02 with pseudo-sequence HLA-A02:02. The binding affinity (normalized) is 0.322. (2) The peptide sequence is GMFTNRSGFQ. The MHC is HLA-A01:01 with pseudo-sequence HLA-A01:01. The binding affinity (normalized) is 0. (3) The peptide sequence is GMIPFFDFA. The MHC is HLA-B15:17 with pseudo-sequence HLA-B15:17. The binding affinity (normalized) is 0.0847. (4) The peptide sequence is LTDRELLLL. The MHC is HLA-A29:02 with pseudo-sequence HLA-A29:02. The binding affinity (normalized) is 0.0847. (5) The peptide sequence is LPTSIVVPI. The MHC is HLA-B07:02 with pseudo-sequence HLA-B07:02. The binding affinity (normalized) is 0.554. (6) The peptide sequence is ETRSFTTHF. The MHC is HLA-A02:16 with pseudo-sequence HLA-A02:16. The binding affinity (normalized) is 0.0847.